From a dataset of Full USPTO retrosynthesis dataset with 1.9M reactions from patents (1976-2016). Predict the reactants needed to synthesize the given product. (1) Given the product [O:2]1[C:6]2[CH:7]=[CH:8][C:9]([N:11]([CH3:31])[C:12](=[O:30])[C@@H:13]([NH:22][C:23]([NH:51][S:48]([C:43]3[CH:44]=[CH:45][CH:46]=[CH:47][C:42]=3[CH3:41])(=[O:49])=[O:50])=[O:29])[CH2:14][CH2:15][C:16]3[CH:21]=[CH:20][CH:19]=[CH:18][CH:17]=3)=[CH:10][C:5]=2[O:4][CH2:3]1, predict the reactants needed to synthesize it. The reactants are: Cl.[O:2]1[C:6]2[CH:7]=[CH:8][C:9]([N:11]([CH3:31])[C:12](=[O:30])[C@@H:13]([NH:22][C:23](=[O:29])OC(C)(C)C)[CH2:14][CH2:15][C:16]3[CH:21]=[CH:20][CH:19]=[CH:18][CH:17]=3)=[CH:10][C:5]=2[O:4][CH2:3]1.CCN(C(C)C)C(C)C.[CH3:41][C:42]1[CH:47]=[CH:46][CH:45]=[CH:44][C:43]=1[S:48]([N:51]=C=O)(=[O:50])=[O:49]. (2) Given the product [Cl:1][C:2]1[CH:28]=[CH:27][C:5]2[N:6]3[C:10]([CH2:11][N:12]([CH2:39][CH2:38][NH:37][CH3:36])[CH2:13][C:4]=2[CH:3]=1)=[N:9][N:8]=[C:7]3[C@H:14]1[CH2:19][CH2:18][C@H:17]([C:20]2[C:25]([F:26])=[CH:24][CH:23]=[CH:22][N:21]=2)[CH2:16][CH2:15]1.[CH:29]([O-:31])=[O:30], predict the reactants needed to synthesize it. The reactants are: [Cl:1][C:2]1[CH:28]=[CH:27][C:5]2[N:6]3[C:10]([CH2:11][NH:12][CH2:13][C:4]=2[CH:3]=1)=[N:9][N:8]=[C:7]3[C@H:14]1[CH2:19][CH2:18][C@H:17]([C:20]2[C:25]([F:26])=[CH:24][CH:23]=[CH:22][N:21]=2)[CH2:16][CH2:15]1.[C:29](=O)([O-:31])[O-:30].[Cs+].[Cs+].Cl.[CH3:36][NH:37][CH2:38][CH2:39]Cl. (3) Given the product [CH:13]([C:12]1[CH:11]=[C:10]([CH:17]=[CH:16][CH:15]=1)[C:8]#[N:9])=[CH:8][CH2:10][CH2:17][CH3:16], predict the reactants needed to synthesize it. The reactants are: CN(C=O)C.[H-].[Na+].[C:8]([C:10]1[CH:11]=[C:12]([CH:15]=[CH:16][CH:17]=1)[CH:13]=O)#[N:9]. (4) Given the product [NH2:1][C:2]1[C:10]([Cl:11])=[CH:9][C:8]([C:12]2[CH:13]=[C:14]3[C:20]([C:21]4[CH:26]=[CH:25][CH:24]=[CH:23][C:22]=4[O:27][CH3:28])=[CH:19][NH:18][C:15]3=[N:16][CH:17]=2)=[CH:7][C:3]=1[C:4]([N:39]1[CH2:44][CH2:43][O:42][CH2:41][CH2:40]1)=[O:6], predict the reactants needed to synthesize it. The reactants are: [NH2:1][C:2]1[C:10]([Cl:11])=[CH:9][C:8]([C:12]2[CH:13]=[C:14]3[C:20]([C:21]4[CH:26]=[CH:25][CH:24]=[CH:23][C:22]=4[O:27][CH3:28])=[CH:19][N:18](S(C4C=CC(C)=CC=4)(=O)=O)[C:15]3=[N:16][CH:17]=2)=[CH:7][C:3]=1[C:4]([OH:6])=O.[NH:39]1[CH2:44][CH2:43][O:42][CH2:41][CH2:40]1.[OH-].[K+].C(O)(=O)C. (5) Given the product [CH3:6][C:2]([C:7]1[CH:11]=[CH:10][C:9](=[C:13]([CH3:15])[CH3:12])[CH:8]=1)([CH3:1])[CH2:3][CH2:4][CH3:5], predict the reactants needed to synthesize it. The reactants are: [CH3:1][C:2]([C:7]1[CH2:11][CH:10]=[CH:9][CH:8]=1)([CH3:6])[CH2:3][CH2:4][CH3:5].[CH3:12][C:13]([CH3:15])=O.N1CCCC1. (6) The reactants are: [CH3:1][NH:2][C@H:3]([C:11]1[CH:16]=[CH:15][C:14]([C:17]2[CH:22]=[CH:21][C:20]([C:23]([O:25][CH2:26][CH3:27])=[O:24])=[CH:19][CH:18]=2)=[CH:13][CH:12]=1)[CH2:4][N:5]1[CH2:10][CH2:9][O:8][CH2:7][CH2:6]1.[Cl:28][C:29]1[C:30]([Cl:44])=[CH:31][C:32]2[O:37][CH2:36][C:35](=[O:38])[N:34]([CH2:39][C:40]([OH:42])=O)[C:33]=2[CH:43]=1.C(N(CC)CC)C.F[P-](F)(F)(F)(F)F.N1(O[P+](N(C)C)(N(C)C)N(C)C)C2C=CC=CC=2N=N1. Given the product [Cl:28][C:29]1[C:30]([Cl:44])=[CH:31][C:32]2[O:37][CH2:36][C:35](=[O:38])[N:34]([CH2:39][C:40]([N:2]([CH3:1])[C@H:3]([C:11]3[CH:12]=[CH:13][C:14]([C:17]4[CH:22]=[CH:21][C:20]([C:23]([O:25][CH2:26][CH3:27])=[O:24])=[CH:19][CH:18]=4)=[CH:15][CH:16]=3)[CH2:4][N:5]3[CH2:10][CH2:9][O:8][CH2:7][CH2:6]3)=[O:42])[C:33]=2[CH:43]=1, predict the reactants needed to synthesize it. (7) Given the product [I-:2].[CH2:17]([O:16][C:15]([NH:14][C:4]([CH3:3])([CH3:5])[CH2:6][CH2:7][N+:8]1([CH3:1])[CH2:13][CH2:12][CH2:11][CH2:10][CH2:9]1)=[O:24])[C:18]1[CH:19]=[CH:20][CH:21]=[CH:22][CH:23]=1, predict the reactants needed to synthesize it. The reactants are: [CH3:1][I:2].[CH3:3][C:4]([NH:14][C:15](=[O:24])[O:16][CH2:17][C:18]1[CH:23]=[CH:22][CH:21]=[CH:20][CH:19]=1)([CH2:6][CH2:7][N:8]1[CH2:13][CH2:12][CH2:11][CH2:10][CH2:9]1)[CH3:5]. (8) Given the product [CH2:49]([CH:50]([O:45][C:36]1[CH:37]=[C:38]([CH3:44])[C:39]([N+:41]([O-:43])=[O:42])=[CH:40][C:35]=1[CH3:34])[CH2:51][CH2:52][CH2:53][CH3:54])[CH2:48][CH2:47][CH3:46], predict the reactants needed to synthesize it. The reactants are: N(C(OC(C)C)=O)=NC(OC(C)C)=O.C1(P(C2C=CC=CC=2)C2C=CC=CC=2)C=CC=CC=1.[CH3:34][C:35]1[CH:40]=[C:39]([N+:41]([O-:43])=[O:42])[C:38]([CH3:44])=[CH:37][C:36]=1[OH:45].[CH3:46][CH2:47][CH2:48][CH2:49][CH:50](O)[CH2:51][CH2:52][CH2:53][CH3:54]. (9) The reactants are: [N:1]1[N:2]([C:10]2[CH:15]=[C:14]([CH3:16])[CH:13]=[CH:12][C:11]=2O)[N:3]=[C:4]2[CH:9]=[CH:8][CH:7]=[CH:6][C:5]=12.[CH2:18]=[O:19].[ClH:20]. Given the product [N:1]1[N:2]([C:10]2[CH:15]=[C:14]([CH3:16])[CH:13]=[C:12]([CH2:11][Cl:20])[C:18]=2[OH:19])[N:3]=[C:4]2[CH:9]=[CH:8][CH:7]=[CH:6][C:5]=12, predict the reactants needed to synthesize it.